This data is from Catalyst prediction with 721,799 reactions and 888 catalyst types from USPTO. The task is: Predict which catalyst facilitates the given reaction. (1) Product: [Cl:29][C:30]1[CH:35]=[C:34]([F:36])[CH:33]=[CH:32][C:31]=1[O:5][CH:6]1[CH2:9][N:8]([CH:10]([C:17]2[CH:22]=[CH:21][CH:20]=[CH:19][CH:18]=2)[C:11]2[CH:16]=[CH:15][CH:14]=[CH:13][CH:12]=2)[CH2:7]1. Reactant: CS([O:5][CH:6]1[CH2:9][N:8]([CH:10]([C:17]2[CH:22]=[CH:21][CH:20]=[CH:19][CH:18]=2)[C:11]2[CH:16]=[CH:15][CH:14]=[CH:13][CH:12]=2)[CH2:7]1)(=O)=O.C(=O)([O-])[O-].[K+].[K+].[Cl:29][C:30]1[CH:35]=[C:34]([F:36])[CH:33]=[CH:32][C:31]=1O. The catalyst class is: 10. (2) Reactant: Br[C:2]1[C:3]([Cl:25])=[C:4]([C:8]2[N:12]=[C:11]([C:13]3[CH:14]=[CH:15][C:16]([O:21][CH:22]([CH3:24])[CH3:23])=[C:17]([CH:20]=3)[C:18]#[N:19])[O:10][N:9]=2)[CH:5]=[CH:6][CH:7]=1.CC(P(C(C)(C)C)C(C)(C)C)(C)C.C([O-])([O-])=O.[Cs+].[Cs+].Br[Zn][CH2:47][CH2:48][CH2:49][C:50]([O:52][CH2:53][CH3:54])=[O:51]. Product: [Cl:25][C:3]1[C:4]([C:8]2[N:12]=[C:11]([C:13]3[CH:14]=[CH:15][C:16]([O:21][CH:22]([CH3:24])[CH3:23])=[C:17]([C:18]#[N:19])[CH:20]=3)[O:10][N:9]=2)=[CH:5][CH:6]=[CH:7][C:2]=1[CH2:47][CH2:48][CH2:49][C:50]([O:52][CH2:53][CH3:54])=[O:51]. The catalyst class is: 443. (3) Reactant: Cl.[Cl:2][C:3]1[CH:4]=[C:5]([CH:19]=[CH:20][C:21]=1[Cl:22])[O:6][CH:7]1[CH2:12][CH2:11][N:10]([CH2:13][CH2:14][CH2:15][C:16]([OH:18])=O)[CH2:9][CH2:8]1.[CH3:23][C:24]1[CH:25]=[CH:26][C:27]([S:30]([NH2:33])(=[O:32])=[O:31])=[CH:28][CH:29]=1.CN(C1C=CC=CN=1)C.CCN=C=NCCCN(C)C. Product: [Cl:2][C:3]1[CH:4]=[C:5]([CH:19]=[CH:20][C:21]=1[Cl:22])[O:6][CH:7]1[CH2:8][CH2:9][N:10]([CH2:13][CH2:14][CH2:15][C:16]([NH:33][S:30]([C:27]2[CH:28]=[CH:29][C:24]([CH3:23])=[CH:25][CH:26]=2)(=[O:31])=[O:32])=[O:18])[CH2:11][CH2:12]1. The catalyst class is: 4. (4) Reactant: [CH3:1][O:2][C:3]1[CH:4]=[C:5]([CH:8]=[CH:9][CH:10]=1)[CH2:6][Cl:7].[CH:11]1[CH:16]=[CH:15][C:14]([P:17]([C:24]2[CH:29]=[CH:28][CH:27]=[CH:26][CH:25]=2)[C:18]2[CH:23]=[CH:22][CH:21]=[CH:20][CH:19]=2)=[CH:13][CH:12]=1. Product: [Cl-:7].[CH3:1][O:2][C:3]1[CH:4]=[C:5]([CH:8]=[CH:9][CH:10]=1)[CH2:6][PH:17]([C:18]1[CH:19]=[CH:20][CH:21]=[CH:22][CH:23]=1)([C:24]1[CH:29]=[CH:28][CH:27]=[CH:26][CH:25]=1)[C:14]1[CH:13]=[CH:12][CH:11]=[CH:16][CH:15]=1. The catalyst class is: 23.